The task is: Regression. Given a peptide amino acid sequence and an MHC pseudo amino acid sequence, predict their binding affinity value. This is MHC class II binding data.. This data is from Peptide-MHC class II binding affinity with 134,281 pairs from IEDB. (1) The peptide sequence is FKPYGATISATPESA. The MHC is HLA-DQA10501-DQB10201 with pseudo-sequence HLA-DQA10501-DQB10201. The binding affinity (normalized) is 0.426. (2) The peptide sequence is FDELELDPPEIEPGV. The MHC is DRB1_0301 with pseudo-sequence DRB1_0301. The binding affinity (normalized) is 0.128.